This data is from Catalyst prediction with 721,799 reactions and 888 catalyst types from USPTO. The task is: Predict which catalyst facilitates the given reaction. (1) Reactant: [OH:1][C:2]1[CH:3]=[C:4]([CH:26]=[CH:27][CH:28]=1)[CH2:5][N:6]1[C:11](=[O:12])[C:10]2[S:13][C:14]([C:16]3[CH:21]=[CH:20][C:19]([C:22]([F:25])([F:24])[F:23])=[CH:18][CH:17]=3)=[CH:15][C:9]=2[CH:8]=[N:7]1.[CH3:29][N:30]1[CH2:35][CH2:34][CH:33]([OH:36])[CH2:32][CH2:31]1.CCOC(/N=N/C(OCC)=O)=O. Product: [C:11]([OH:12])(=[O:36])[CH3:10].[CH3:29][N:30]1[CH2:35][CH2:34][CH:33]([O:1][C:2]2[CH:3]=[C:4]([CH:26]=[CH:27][CH:28]=2)[CH2:5][N:6]2[C:11](=[O:12])[C:10]3[S:13][C:14]([C:16]4[CH:17]=[CH:18][C:19]([C:22]([F:25])([F:24])[F:23])=[CH:20][CH:21]=4)=[CH:15][C:9]=3[CH:8]=[N:7]2)[CH2:32][CH2:31]1. The catalyst class is: 1. (2) The catalyst class is: 1. Product: [CH3:21][S:20][C:16]1[N:17]=[C:18]([C:7](=[O:6])[CH3:8])[CH:19]=[CH:14][N:15]=1. Reactant: C[Mg]Br.C([O:6][CH2:7][CH3:8])C.CON(C)C([C:14]1[CH:19]=[CH:18][N:17]=[C:16]([S:20][CH3:21])[N:15]=1)=O. (3) Reactant: Cl[CH:2]([C:14]1[CH:19]=[CH:18][CH:17]=[CH:16][CH:15]=1)[C:3]([C:5]1[C:13]2[C:8](=[CH:9][CH:10]=[CH:11][CH:12]=2)[NH:7][CH:6]=1)=[O:4].[O:20]1[C:24]([C:25]2[CH:26]=[C:27]([CH:29]=[CH:30][CH:31]=2)[NH2:28])=[CH:23][N:22]=[CH:21]1.CCN(C(C)C)C(C)C. Product: [NH:7]1[C:8]2[C:13](=[CH:12][CH:11]=[CH:10][CH:9]=2)[C:5]([C:3](=[O:4])[CH:2]([NH:28][C:27]2[CH:29]=[CH:30][CH:31]=[C:25]([C:24]3[O:20][CH:21]=[N:22][CH:23]=3)[CH:26]=2)[C:14]2[CH:19]=[CH:18][CH:17]=[CH:16][CH:15]=2)=[CH:6]1. The catalyst class is: 10. (4) Reactant: [CH2:1]([C:3]1[CH:4]=[C:5]([CH:8]=O)[NH:6][N:7]=1)[CH3:2].[Br:10][C:11]1[CH:16]=[CH:15][C:14]([NH2:17])=[C:13]([NH2:18])[CH:12]=1.S(S([O-])=O)([O-])(=O)=O.[Na+].[Na+]. Product: [CH2:1]([C:3]1[CH:4]=[C:5]([C:8]2[NH:17][C:14]3[CH:15]=[CH:16][C:11]([Br:10])=[CH:12][C:13]=3[N:18]=2)[NH:6][N:7]=1)[CH3:2]. The catalyst class is: 8. (5) Reactant: [CH3:1][C:2]([C:6]1[CH:10]=[C:9]([NH:11][C:12](=[O:25])[C:13]([CH3:24])([S:15]([CH:18]2[CH2:23][CH2:22][O:21][CH2:20][CH2:19]2)(=[O:17])=[O:16])[CH3:14])[O:8][N:7]=1)([CH3:5])[CH:3]=O.[CH3:26][O:27][C:28]1[CH:35]=[CH:34][C:31]([CH2:32][NH2:33])=[CH:30][CH:29]=1.C(O[BH-](OC(=O)C)OC(=O)C)(=O)C. Product: [CH3:26][O:27][C:28]1[CH:35]=[CH:34][C:31]([CH2:32][NH:33][CH2:5][C:2]([C:6]2[CH:10]=[C:9]([NH:11][C:12](=[O:25])[C:13]([CH3:24])([S:15]([CH:18]3[CH2:19][CH2:20][O:21][CH2:22][CH2:23]3)(=[O:16])=[O:17])[CH3:14])[O:8][N:7]=2)([CH3:1])[CH3:3])=[CH:30][CH:29]=1. The catalyst class is: 1. (6) Reactant: CC1(C)C(C)(C)OB([C:9]2[C:17]3[C:12](=[CH:13][CH:14]=[C:15]([C:18]4[O:22][C:21]([NH:23][CH2:24][C:25]([F:28])([F:27])[F:26])=[N:20][N:19]=4)[CH:16]=3)[N:11]([S:29]([C:32]3[CH:38]=[CH:37][C:35]([CH3:36])=[CH:34][CH:33]=3)(=[O:31])=[O:30])[CH:10]=2)O1.Br[C:41]1[N:46]=[C:45]([CH:47]2[CH2:49][CH2:48]2)[CH:44]=[CH:43][N:42]=1.P([O-])([O-])([O-])=O.[K+].[K+].[K+].C1(P(C2CCCCC2)C2C=CC=CC=2C2C(C(C)C)=CC(C(C)C)=CC=2C(C)C)CCCCC1. Product: [CH:47]1([C:45]2[CH:44]=[CH:43][N:42]=[C:41]([C:9]3[C:17]4[C:12](=[CH:13][CH:14]=[C:15]([C:18]5[O:22][C:21]([NH:23][CH2:24][C:25]([F:27])([F:26])[F:28])=[N:20][N:19]=5)[CH:16]=4)[N:11]([S:29]([C:32]4[CH:38]=[CH:37][C:35]([CH3:36])=[CH:34][CH:33]=4)(=[O:31])=[O:30])[CH:10]=3)[N:46]=2)[CH2:49][CH2:48]1. The catalyst class is: 110. (7) Reactant: CC1(C)CC=CC(C)(C)N1.C([Li])CCC.C([N:18]([CH2:28][CH3:29])[C:19](=[O:27])[C:20]1[CH:25]=[CH:24][CH:23]=[CH:22][C:21]=1[CH3:26])C.C(C1[CH2:37][CH2:36][N:35]([CH3:38])[CH2:34][CH2:33]1)#N.C(=O)([O-])[O-].[K+].[K+]. Product: [CH3:38][N:35]1[CH2:36][CH2:37][CH:29]([C:28]2[NH:18][C:19](=[O:27])[C:20]3[C:21]([CH:26]=2)=[CH:22][CH:23]=[CH:24][CH:25]=3)[CH2:33][CH2:34]1. The catalyst class is: 7.